From a dataset of Retrosynthesis with 50K atom-mapped reactions and 10 reaction types from USPTO. Predict the reactants needed to synthesize the given product. (1) The reactants are: CC(C)c1cn(C)c2c(C(=O)O)cc(Br)cc12.Cc1cc(Cc2ccccc2)c(CN)c(=O)[nH]1. Given the product Cc1cc(Cc2ccccc2)c(CNC(=O)c2cc(Br)cc3c(C(C)C)cn(C)c23)c(=O)[nH]1, predict the reactants needed to synthesize it. (2) Given the product CCN1C(=N)/C(=C/c2ccc(Oc3ccc(C#N)c4ccccc34)c(OC)c2)NC1=O, predict the reactants needed to synthesize it. The reactants are: CCN1C(=N)/C(=C/c2ccc(O)c(OC)c2)NC1=O.N#Cc1ccc(F)c2ccccc12. (3) Given the product CON(C)C(=O)c1cnc2cc(Br)ccc2c1, predict the reactants needed to synthesize it. The reactants are: CNOC.O=C(O)c1cnc2cc(Br)ccc2c1. (4) Given the product CC(C)(O)c1cc(F)c(-c2cc(C(N)=O)c(Nc3ccc4[nH]nnc4n3)s2)c(F)c1, predict the reactants needed to synthesize it. The reactants are: CC(C)(O)c1cc(F)c(-c2cc(C(N)=O)c(N)s2)c(F)c1.Clc1ccc2[nH]nnc2n1. (5) Given the product CC(C)(C)OC(=O)N[C@H]1CC[C@H](n2cc(Nc3c(C(=O)C4CC4)cnc4ccc(-c5cc(Cl)c(O)c(Cl)c5)cc34)cn2)CC1, predict the reactants needed to synthesize it. The reactants are: CC(C)(C)OC(=O)N[C@H]1CC[C@H](n2cc(Nc3c(C(=O)C4CC4)cnc4ccc(Br)cc34)cn2)CC1.CC1(C)OB(c2cc(Cl)c(O)c(Cl)c2)OC1(C)C. (6) Given the product COc1ccc(C(=O)c2ccc(C)cc2)c(C(=O)O)c1, predict the reactants needed to synthesize it. The reactants are: CON(C)C(=O)c1ccc(C)cc1.COc1ccc(Br)c(C(=O)O)c1. (7) Given the product Cc1ccc(Oc2cccc(CN[C@H]3CCCc4ccccc43)c2)cc1, predict the reactants needed to synthesize it. The reactants are: Cc1ccc(Oc2cccc(C=O)c2)cc1.N[C@H]1CCCc2ccccc21. (8) The reactants are: CN1CCN(c2cc(I)c(NC(=O)C(C)(C)C)cn2)CC1.Cc1ccccc1B(O)O. Given the product Cc1ccccc1-c1cc(N2CCN(C)CC2)ncc1NC(=O)C(C)(C)C, predict the reactants needed to synthesize it. (9) Given the product Nc1ccc(CN2CC[C@@H](O)C2)cn1, predict the reactants needed to synthesize it. The reactants are: CC(C)(C)OC(=O)Nc1ccc(CN2CC[C@@H](O)C2)cn1. (10) Given the product CCCCC(=O)Nc1ccc(-c2ccc(C(=O)CC(CCc3ccccc3)C(=O)NS(C)(=O)=O)cc2)cc1, predict the reactants needed to synthesize it. The reactants are: CCCCC(=O)Nc1ccc(-c2ccc(C(=O)CC(CCc3ccccc3)C(=O)OCC)cc2)cc1.CS(N)(=O)=O.